This data is from Reaction yield outcomes from USPTO patents with 853,638 reactions. The task is: Predict the reaction yield, written as a fraction of the theoretical maximum amount of product (1.0 means a 100% yield; for example, 0.34 means a 34% yield). (1) The reactants are [C:1]([P:5]([C:18]([CH3:21])([CH3:20])[CH3:19])[C:6]1[CH:11]=[CH:10][CH:9]=[CH:8][C:7]=1[C:12]1[CH:17]=[CH:16][CH:15]=[CH:14][CH:13]=1)([CH3:4])([CH3:3])[CH3:2].P.[Cu:23](Br)[Br:24]. The catalyst is CO. The product is [Cu:23][Br:24].[C:18]([P:5]([C:1]([CH3:4])([CH3:3])[CH3:2])[C:6]1[CH:11]=[CH:10][CH:9]=[CH:8][C:7]=1[C:12]1[CH:17]=[CH:16][CH:15]=[CH:14][CH:13]=1)([CH3:21])([CH3:20])[CH3:19]. The yield is 0.800. (2) The reactants are [OH:1][C:2]([CH3:29])([CH3:28])[CH2:3][CH2:4][NH:5][C:6]([C:8]1[C:12]([NH:13][C:14]([C:16]2[CH:21]=[CH:20][CH:19]=[CH:18][N:17]=2)=[O:15])=[CH:11][N:10](C2CCCCO2)[N:9]=1)=[O:7].O.C1(C)C=CC(S(O)(=O)=O)=CC=1.C(=O)([O-])O.[Na+]. The catalyst is C(O)C. The product is [OH:1][C:2]([CH3:29])([CH3:28])[CH2:3][CH2:4][NH:5][C:6]([C:8]1[C:12]([NH:13][C:14]([C:16]2[CH:21]=[CH:20][CH:19]=[CH:18][N:17]=2)=[O:15])=[CH:11][NH:10][N:9]=1)=[O:7]. The yield is 0.800. (3) The reactants are [C:1]([C:4]1[O:8][C:7]2[C:9](=[O:18])[C:10]3[C:15]([C:16](=[O:17])[C:6]=2[CH:5]=1)=[CH:14][CH:13]=[CH:12][CH:11]=3)(=[O:3])[CH3:2].C(N([CH2:24][CH3:25])CC)C.S(S([O-])=O)([O-])=O.[Na+].[Na+].[C:34](Cl)(=[O:46])[CH2:35][CH2:36][CH2:37][CH2:38][CH2:39][CH2:40][CH2:41][CH2:42][CH2:43][CH2:44][CH3:45]. The catalyst is [Br-].C([N+](CCCC)(CCCC)CCCC)CCC.[Zn]. The product is [C:1]([C:4]1[O:8][C:7]2[C:9]([O:18][C:1](=[O:3])[CH2:4][CH2:5][CH2:6][CH2:7][CH2:9][CH2:10][CH2:11][CH2:12][CH2:13][CH2:24][CH3:25])=[C:10]3[C:15](=[C:16]([O:17][C:34](=[O:46])[CH2:35][CH2:36][CH2:37][CH2:38][CH2:39][CH2:40][CH2:41][CH2:42][CH2:43][CH2:44][CH3:45])[C:6]=2[CH:5]=1)[CH:14]=[CH:13][CH:12]=[CH:11]3)(=[O:3])[CH3:2]. The yield is 0.325. (4) The yield is 0.480. The product is [CH3:22][O:21][C:18]1[CH:17]=[CH:16][C:15]([CH2:14][N:10]2[C:11]3[N:12]=[CH:13][C:4]([CH:1]([OH:3])[C:34]([F:37])([F:36])[F:35])=[CH:5][C:6]=3[C:7]3=[N:26][CH:25]=[N:24][N:8]3[C:9]2=[O:23])=[CH:20][CH:19]=1. The catalyst is C(=O)(O)[O-].[Na+]. The reactants are [C:1]([C:4]1[CH:13]=[N:12][C:11]2[N:10]([CH2:14][C:15]3[CH:20]=[CH:19][C:18]([O:21][CH3:22])=[CH:17][CH:16]=3)[C:9](=[O:23])[N:8]3[N:24]=[CH:25][N:26]=[C:7]3[C:6]=2[CH:5]=1)(=[O:3])C.O1CCCC1.C[Si](C)(C)[C:34]([F:37])([F:36])[F:35].[F-].C([N+](CCCC)(CCCC)CCCC)CCC. (5) The catalyst is C1COCC1. The product is [CH3:3][C:2]([CH3:5])([CH3:4])[C:1]([NH:7][C:8]1[CH:9]=[N:10][CH:11]=[CH:12][C:13]=1[I:27])=[O:6]. The yield is 0.230. The reactants are [C:1]([NH:7][C:8]1[CH:9]=[N:10][CH:11]=[CH:12][CH:13]=1)(=[O:6])[C:2]([CH3:5])([CH3:4])[CH3:3].CN(C)CCN(C)C.[Li]CCCC.[I:27]I. (6) The reactants are [F:1][C:2]([F:7])([F:6])[C:3](O)=O.[CH:8]([N:11]1[C:15]([C:16]2[N:25]=[C:24]3[N:18]([CH2:19][CH2:20][O:21][C:22]4[CH:29]=[C:28]([CH:30]5[CH2:35][CH2:34][NH:33][CH2:32][CH2:31]5)[CH:27]=[CH:26][C:23]=43)[CH:17]=2)=[N:14][CH:13]=[N:12]1)([CH3:10])[CH3:9].FC(F)(F)S(OCC(F)(F)F)(=O)=O. The catalyst is C1COCC1. The product is [CH:8]([N:11]1[C:15]([C:16]2[N:25]=[C:24]3[C:23]4[CH:26]=[CH:27][C:28]([CH:30]5[CH2:35][CH2:34][N:33]([CH2:3][C:2]([F:7])([F:6])[F:1])[CH2:32][CH2:31]5)=[CH:29][C:22]=4[O:21][CH2:20][CH2:19][N:18]3[CH:17]=2)=[N:14][CH:13]=[N:12]1)([CH3:10])[CH3:9]. The yield is 0.230.